The task is: Predict the reactants needed to synthesize the given product.. This data is from Full USPTO retrosynthesis dataset with 1.9M reactions from patents (1976-2016). (1) Given the product [N:17]1[CH:22]=[CH:21][N:20]=[CH:19][C:18]=1[CH2:23][CH2:24][CH2:25][CH:26]=[O:27], predict the reactants needed to synthesize it. The reactants are: C(Cl)(=O)C(Cl)=O.C(#N)C.C(=O)=O.CS(C)=O.[N:17]1[CH:22]=[CH:21][N:20]=[CH:19][C:18]=1[CH2:23][CH2:24][CH2:25][CH2:26][OH:27].CCN(CC)CC. (2) Given the product [ClH:40].[OH:1][C@H:2]([C@H:10]1[O:15][CH2:14][CH2:13][N:12]([C:16]2[CH:20]=[CH:19][N:18]([C:21]3[CH:26]=[C:25]([C:27]([F:30])([F:29])[F:28])[N:24]=[N:23][CH:22]=3)[N:17]=2)[C:11]1=[O:31])[C:3]([OH:5])=[O:4], predict the reactants needed to synthesize it. The reactants are: [OH:1][C@H:2]([C@H:10]1[O:15][CH2:14][CH2:13][N:12]([C:16]2[CH:20]=[CH:19][N:18]([C:21]3[CH:26]=[C:25]([C:27]([F:30])([F:29])[F:28])[N:24]=[N:23][CH:22]=3)[N:17]=2)[C:11]1=[O:31])[C:3]([O:5]C(C)(C)C)=[O:4].FC(F)(F)C(O)=O.C(Cl)[Cl:40].